Dataset: Full USPTO retrosynthesis dataset with 1.9M reactions from patents (1976-2016). Task: Predict the reactants needed to synthesize the given product. (1) The reactants are: [OH-:1].[Na+].[O:3]1CC[CH2:5][CH2:4]1.C(OC1C=[CH:36][C:35]([O:38][CH3:39])=[CH:34][C:13]=1[CH2:14][CH2:15][C:16]([NH:18][C:19]1[CH:24]=[C:23]([F:25])[CH:22]=[CH:21][C:20]=1[O:26][C:27]1[CH:32]=[CH:31][C:30]([Br:33])=[CH:29][CH:28]=1)=O)(=O)C.Cl. Given the product [OH:1][C:14]1[CH:13]=[CH:34][C:35]([O:38][CH3:39])=[CH:36][C:15]=1[CH2:16][N:18]([C:19]1[CH:24]=[C:23]([F:25])[CH:22]=[CH:21][C:20]=1[O:26][C:27]1[CH:28]=[CH:29][C:30]([Br:33])=[CH:31][CH:32]=1)[C:4](=[O:3])[CH3:5], predict the reactants needed to synthesize it. (2) Given the product [CH3:8][C:6]1[CH:5]=[C:4]([C:9]2[NH:13][C:12]3[S:14][C:15]([C:17]([CH3:22])([CH3:21])[C:18]([O:20][C:41]4[C:40]([F:43])=[C:39]([F:44])[C:38]([F:45])=[C:37]([F:46])[C:36]=4[F:35])=[O:19])=[CH:16][C:11]=3[C:10]=2[CH2:23][CH2:24][OH:25])[CH:3]=[C:2]([CH3:1])[CH:7]=1, predict the reactants needed to synthesize it. The reactants are: [CH3:1][C:2]1[CH:3]=[C:4]([C:9]2[NH:13][C:12]3[S:14][C:15]([C:17]([CH3:22])([CH3:21])[C:18]([OH:20])=[O:19])=[CH:16][C:11]=3[C:10]=2[CH2:23][CH2:24][OH:25])[CH:5]=[C:6]([CH3:8])[CH:7]=1.C(N(CC)C(C)C)(C)C.[F:35][C:36]1[C:41](O)=[C:40]([F:43])[C:39]([F:44])=[C:38]([F:45])[C:37]=1[F:46].F[P-](F)(F)(F)(F)F.N1(OC(N(C)C)=[N+](C)C)C2N=CC=CC=2N=N1.